From a dataset of Full USPTO retrosynthesis dataset with 1.9M reactions from patents (1976-2016). Predict the reactants needed to synthesize the given product. (1) Given the product [F:20][C:15]1[CH:16]=[CH:17][CH:18]=[CH:19][C:14]=1[CH:13]=[CH:12][CH2:11][CH2:10][CH2:9][CH2:8][CH2:7][CH2:6][CH2:5][C:4]([OH:21])=[O:3], predict the reactants needed to synthesize it. The reactants are: C([O:3][C:4](=[O:21])[CH2:5][CH2:6][CH2:7][CH2:8][CH2:9][CH2:10][CH2:11][CH:12]=[CH:13][C:14]1[CH:19]=[CH:18][CH:17]=[CH:16][C:15]=1[F:20])C.[OH-].[Li+]. (2) The reactants are: [OH-].[Li+].[CH3:3][C:4]([O:7][C@H:8]([CH3:37])[C@@H:9]([C:33]([O:35]C)=[O:34])[NH:10][C:11]([C:13]1[CH:18]=[CH:17][C:16]([F:19])=[CH:15][C:14]=1[NH:20][C:21]([NH:23][C:24]1[C:29]([CH3:30])=[CH:28][C:27]([CH3:31])=[CH:26][C:25]=1[CH3:32])=[O:22])=[O:12])([CH3:6])[CH3:5].CO.O. Given the product [CH3:6][C:4]([O:7][C@H:8]([CH3:37])[C@@H:9]([C:33]([OH:35])=[O:34])[NH:10][C:11]([C:13]1[CH:18]=[CH:17][C:16]([F:19])=[CH:15][C:14]=1[NH:20][C:21]([NH:23][C:24]1[C:25]([CH3:32])=[CH:26][C:27]([CH3:31])=[CH:28][C:29]=1[CH3:30])=[O:22])=[O:12])([CH3:3])[CH3:5], predict the reactants needed to synthesize it. (3) Given the product [C:1]([NH:5][C:6]1[CH:15]=[CH:14][C:9]([C:10]([OH:12])=[O:11])=[CH:8][C:7]=1[N+:16]([O-:18])=[O:17])(=[O:4])[CH:2]=[CH2:3], predict the reactants needed to synthesize it. The reactants are: [C:1]([NH:5][C:6]1[CH:15]=[CH:14][C:9]([C:10]([O:12]C)=[O:11])=[CH:8][C:7]=1[N+:16]([O-:18])=[O:17])(=[O:4])[CH:2]=[CH2:3].[Li+].[OH-].Cl. (4) Given the product [CH2:20]([N:19]([CH3:18])[CH2:2][C:3]([N:5]1[CH2:10][CH2:9][N:8]([C:11]2[CH:16]=[CH:15][CH:14]=[CH:13][C:12]=2[CH3:17])[CH2:7][CH2:6]1)=[O:4])[C:21]1[CH:26]=[CH:25][CH:24]=[CH:23][CH:22]=1, predict the reactants needed to synthesize it. The reactants are: Cl[CH2:2][C:3]([N:5]1[CH2:10][CH2:9][N:8]([C:11]2[CH:16]=[CH:15][CH:14]=[CH:13][C:12]=2[CH3:17])[CH2:7][CH2:6]1)=[O:4].[CH3:18][NH:19][CH2:20][C:21]1[CH:26]=[CH:25][CH:24]=[CH:23][CH:22]=1.C([O-])([O-])=O.[K+].[K+]. (5) Given the product [CH3:1][N:2]1[C:3]2[N:4]=[C:5]([S:11][CH3:12])[N:6]=[CH:7][C:8]=2[CH:9]=[C:22]([C:18]2[CH:19]=[CH:20][CH:21]=[C:16]([N+:13]([O-:15])=[O:14])[CH:17]=2)[C:23]1=[NH:24], predict the reactants needed to synthesize it. The reactants are: [CH3:1][NH:2][C:3]1[C:8]([CH:9]=O)=[CH:7][N:6]=[C:5]([S:11][CH3:12])[N:4]=1.[N+:13]([C:16]1[CH:17]=[C:18]([CH2:22][C:23]#[N:24])[CH:19]=[CH:20][CH:21]=1)([O-:15])=[O:14].C([O-])([O-])=O.[K+].[K+]. (6) Given the product [OH:18][CH:19]1[CH2:20][C:21]([CH2:23][C:24]#[N:25])([N:43]2[CH:53]=[C:52]([C:34]3[N:33]=[CH:32][NH:37][C:36]4=[N:38][CH:39]=[CH:40][C:35]=34)[CH:51]=[N:50]2)[CH2:22]1, predict the reactants needed to synthesize it. The reactants are: [Si]([O:18][CH:19]1[CH2:22][C:21](=[CH:23][C:24]#[N:25])[CH2:20]1)(C(C)(C)C)(C1C=CC=CC=1)C1C=CC=CC=1.C[Si](C)(C)CCOC[C:32]1[N:33]=[CH:34][C:35]2[CH:40]=[CH:39][NH:38][C:36]=2[N:37]=1.[N:43]12[CH2:53][CH2:52][CH2:51][N:50]=C1CCCCC2.